The task is: Predict the reaction yield, written as a fraction of the theoretical maximum amount of product (1.0 means a 100% yield; for example, 0.34 means a 34% yield).. This data is from Reaction yield outcomes from USPTO patents with 853,638 reactions. (1) The yield is 0.640. The product is [Cl:1][C:2]1[N:3]=[C:4]([NH:23][C:22]2[CH:24]=[CH:25][CH:26]=[C:20]([N:16]3[CH2:17][CH2:18][CH2:19][CH:15]3[CH2:14][O:13][CH3:12])[CH:21]=2)[C:5]2[N:10]=[CH:9][S:8][C:6]=2[N:7]=1. The catalyst is CS(C)=O. The reactants are [Cl:1][C:2]1[N:3]=[C:4](Cl)[C:5]2[N:10]=[CH:9][S:8][C:6]=2[N:7]=1.[CH3:12][O:13][CH2:14][CH:15]1[CH2:19][CH2:18][CH2:17][N:16]1[C:20]1[CH:21]=[C:22]([CH:24]=[CH:25][CH:26]=1)[NH2:23].CCN(C(C)C)C(C)C.O. (2) The reactants are [Br:1][C:2]1[CH:3]=[C:4]2[C:8](=[CH:9][CH:10]=1)[N:7](C(=O)C)[CH2:6][CH2:5]2.C([O-])([O-])=O.[Na+].[Na+]. The catalyst is Cl. The product is [Br:1][C:2]1[CH:3]=[C:4]2[C:8](=[CH:9][CH:10]=1)[NH:7][CH2:6][CH2:5]2. The yield is 0.550. (3) The reactants are [CH3:1][C:2]1[N:10]=[CH:9][CH:8]=[CH:7][C:3]=1[C:4]([OH:6])=O.Cl.[CH2:12]([NH:14][C:15]([NH:17][C:18]1[CH:23]=[CH:22][C:21]([C:24]2[N:25]=[C:26]([N:34]3[CH2:39][CH2:38][O:37][CH2:36][CH2:35]3)[C:27]3[CH2:33][CH2:32][NH:31][CH2:30][C:28]=3[N:29]=2)=[CH:20][CH:19]=1)=[O:16])[CH3:13]. No catalyst specified. The product is [CH2:12]([NH:14][C:15]([NH:17][C:18]1[CH:19]=[CH:20][C:21]([C:24]2[N:25]=[C:26]([N:34]3[CH2:35][CH2:36][O:37][CH2:38][CH2:39]3)[C:27]3[CH2:33][CH2:32][N:31]([C:4](=[O:6])[C:3]4[CH:7]=[CH:8][CH:9]=[N:10][C:2]=4[CH3:1])[CH2:30][C:28]=3[N:29]=2)=[CH:22][CH:23]=1)=[O:16])[CH3:13]. The yield is 0.580. (4) The reactants are [OH:1][C:2]1[C:7]([CH3:8])=[C:6]([CH3:9])[CH:5]=[C:4]([CH3:10])[C:3]=1[C:11](=[O:13])[CH3:12].[C:14](=O)([O-])[O-].[K+].[K+].CI. The catalyst is CC(C)=O. The product is [CH3:14][O:1][C:2]1[C:7]([CH3:8])=[C:6]([CH3:9])[CH:5]=[C:4]([CH3:10])[C:3]=1[C:11](=[O:13])[CH3:12]. The yield is 0.884. (5) The reactants are [Cl:1][C:2]1[CH:23]=[C:22]([C:24]([F:27])([F:26])[F:25])[CH:21]=[CH:20][C:3]=1[CH2:4][N:5]1[C:9](/[CH:10]=[CH:11]/[C:12]([O:14][CH2:15][CH3:16])=[O:13])=[CH:8][C:7]([CH:17]([CH3:19])[CH3:18])=[N:6]1. The product is [Cl:1][C:2]1[CH:23]=[C:22]([C:24]([F:27])([F:25])[F:26])[CH:21]=[CH:20][C:3]=1[CH2:4][N:5]1[C:9]([CH2:10][CH2:11][C:12]([O:14][CH2:15][CH3:16])=[O:13])=[CH:8][C:7]([CH:17]([CH3:18])[CH3:19])=[N:6]1. The catalyst is [C].[Pd].O1CCCC1. The yield is 0.840. (6) The reactants are [CH3:1][O:2][C:3](=[O:15])[C:4]1[CH:9]=[CH:8][C:7]([CH2:10]Br)=[CH:6][C:5]=1[N+:12]([O-:14])=[O:13].[NH:16]([C:24]([O:26][C:27]([CH3:30])([CH3:29])[CH3:28])=[O:25])[C:17]([O:19][C:20]([CH3:23])([CH3:22])[CH3:21])=[O:18].C(=O)([O-])[O-].[Cs+].[Cs+].O. The catalyst is CC(=O)CC.[Cl-].[Na+].O.[I-].[Li+].C(OCC)(=O)C. The product is [CH3:1][O:2][C:3](=[O:15])[C:4]1[CH:9]=[CH:8][C:7]([CH2:10][N:16]([C:17]([O:19][C:20]([CH3:23])([CH3:22])[CH3:21])=[O:18])[C:24]([O:26][C:27]([CH3:28])([CH3:29])[CH3:30])=[O:25])=[CH:6][C:5]=1[N+:12]([O-:14])=[O:13]. The yield is 0.967.